Predict the reaction yield, written as a fraction of the theoretical maximum amount of product (1.0 means a 100% yield; for example, 0.34 means a 34% yield). From a dataset of Reaction yield outcomes from USPTO patents with 853,638 reactions. (1) The reactants are [CH2:1]([CH:3]([CH2:21][CH2:22][CH2:23][CH3:24])[CH2:4][O:5][C:6]1[CH:11]=[CH:10][C:9]([O:12][CH2:13][CH:14]([CH2:19][CH3:20])[CH2:15][CH2:16][CH2:17][CH3:18])=[CH:8][CH:7]=1)[CH3:2].[N+:25]([O-])([OH:27])=[O:26].O. The catalyst is C(Cl)(Cl)Cl. The product is [CH2:19]([CH:14]([CH2:15][CH2:16][CH2:17][CH3:18])[CH2:13][O:12][C:9]1[CH:8]=[CH:7][C:6]([O:5][CH2:4][CH:3]([CH2:1][CH3:2])[CH2:21][CH2:22][CH2:23][CH3:24])=[CH:11][C:10]=1[N+:25]([O-:27])=[O:26])[CH3:20]. The yield is 1.00. (2) The reactants are [Li]CCCC.C(NC(C)C)(C)C.[CH3:13][O:14][C:15]1[CH:54]=[CH:53][C:18]([CH2:19][O:20][CH2:21][C@H:22]([CH3:52])[C@H:23]([O:44][Si:45]([C:48]([CH3:51])([CH3:50])[CH3:49])([CH3:47])[CH3:46])[C@@H:24]([CH3:43])[CH2:25][C@@H:26]([CH3:42])[C:27](N2[C@H](CC3C=CC=CC=3)COC2=O)=[O:28])=[CH:17][CH:16]=1. The catalyst is C1COCC1. The product is [CH3:13][O:14][C:15]1[CH:16]=[CH:17][C:18]([CH2:19][O:20][CH2:21][C@H:22]([CH3:52])[C@H:23]([O:44][Si:45]([C:48]([CH3:51])([CH3:50])[CH3:49])([CH3:47])[CH3:46])[C@@H:24]([CH3:43])[CH2:25][C@@H:26]([CH3:42])[CH2:27][OH:28])=[CH:53][CH:54]=1. The yield is 0.960. (3) The reactants are Br[C:2](Br)=[CH:3][C:4]1[CH:9]=[CH:8][CH:7]=[CH:6][C:5]=1[NH2:10].[CH:12](/B(O)O)=[CH:13]\[CH2:14][CH2:15][CH2:16][CH3:17].[O-]P([O-])([O-])=O.[K+].[K+].[K+].O.[C:30]1(C)C=CC=C[CH:31]=1. The catalyst is CC([O-])=O.CC([O-])=O.[Pd+2].COC1C=CC=C(OC)C=1C1C=CC=CC=1P(C1CCCCC1)C1CCCCC1. The product is [CH:12]([C:2]1[NH:10][C:5]2[C:4]([CH:3]=1)=[CH:9][CH:8]=[CH:7][CH:6]=2)=[CH:13][C:14]1[CH:31]=[CH:30][CH:17]=[CH:16][CH:15]=1. The yield is 0.680. (4) The reactants are [NH:1]1[C:9]2[C:4](=[CH:5][CH:6]=[CH:7][CH:8]=2)[C:3]([NH2:10])=[N:2]1.[OH-].[K+].Cl.Cl[CH2:15][C:16]1[N:17]=[C:18]([CH3:21])[S:19][CH:20]=1.[H-].[Na+]. The catalyst is CS(C)=O.O. The product is [CH3:21][C:18]1[S:19][CH:20]=[C:16]([CH2:15][N:1]2[C:9]3[C:4](=[CH:5][CH:6]=[CH:7][CH:8]=3)[C:3]([NH2:10])=[N:2]2)[N:17]=1. The yield is 0.770. (5) The reactants are O=[C:2]1[CH2:7][CH2:6][N:5]([C:8]([O:10][C:11]([CH3:14])([CH3:13])[CH3:12])=[O:9])[CH2:4][CH2:3]1.BrBr.[NH2:17][C:18]([NH2:20])=[S:19].C([O-])([O-])=O.[Na+].[Na+]. The catalyst is C(Cl)(Cl)Cl.CCCCC. The product is [NH2:20][C:18]1[S:19][C:3]2[CH2:4][N:5]([C:8]([O:10][C:11]([CH3:14])([CH3:13])[CH3:12])=[O:9])[CH2:6][CH2:7][C:2]=2[N:17]=1. The yield is 0.280. (6) The reactants are [CH3:1][O:2][C:3]1[CH:4]=[CH:5][C:6]2[O:10][C:9]([CH:11]([NH:16][C:17]3[CH:22]=[CH:21][C:20]([C:23]([N:25]([CH3:33])[CH2:26][CH2:27][C:28]([O:30]CC)=[O:29])=[O:24])=[CH:19][CH:18]=3)[CH2:12][CH:13]([CH3:15])[CH3:14])=[C:8]([CH3:34])[C:7]=2[CH:35]=1.O1CCCC1.[OH-].[Na+]. The catalyst is C(O)C. The product is [CH3:1][O:2][C:3]1[CH:4]=[CH:5][C:6]2[O:10][C:9]([CH:11]([NH:16][C:17]3[CH:18]=[CH:19][C:20]([C:23]([N:25]([CH3:33])[CH2:26][CH2:27][C:28]([OH:30])=[O:29])=[O:24])=[CH:21][CH:22]=3)[CH2:12][CH:13]([CH3:15])[CH3:14])=[C:8]([CH3:34])[C:7]=2[CH:35]=1. The yield is 0.940. (7) The reactants are [C:1]([O:5][C:6]([NH:8][CH2:9][C:10]1[C:11]([CH2:27][CH:28]([CH3:30])[CH3:29])=[N:12][C:13]([CH3:26])=[C:14]([C:18]=1[C:19]1[CH:24]=[CH:23][C:22]([CH3:25])=[CH:21][CH:20]=1)[C:15]([OH:17])=[O:16])=[O:7])([CH3:4])([CH3:3])[CH3:2].Br[CH2:32][C:33]#[N:34].C(=O)([O-])[O-].[K+].[K+]. The catalyst is CN(C)C=O.C(OCC)(=O)C. The product is [C:1]([O:5][C:6]([NH:8][CH2:9][C:10]1[C:11]([CH2:27][CH:28]([CH3:30])[CH3:29])=[N:12][C:13]([CH3:26])=[C:14]([C:18]=1[C:19]1[CH:24]=[CH:23][C:22]([CH3:25])=[CH:21][CH:20]=1)[C:15]([O:17][CH2:32][C:33]#[N:34])=[O:16])=[O:7])([CH3:4])([CH3:3])[CH3:2]. The yield is 0.850. (8) The reactants are [Cl:1][C:2]1[S:6][N:5]=[C:4]([NH2:7])[N:3]=1.[CH:8]([CH:10]=O)=O.[Cl-].[NH4+:13].[CH2:14]=O.P(=O)(O)(O)O. The catalyst is C(O)C. The product is [Cl:1][C:2]1[S:6][N:5]=[C:4]([N:7]2[CH:10]=[CH:8][N:13]=[CH:14]2)[N:3]=1. The yield is 0.200. (9) The reactants are F[C:2]1[CH:7]=[CH:6][C:5]([C:8]#[N:9])=[CH:4][C:3]=1[CH:10]=O.O.[NH2:13][NH2:14]. No catalyst specified. The product is [NH:13]1[C:2]2[C:3](=[CH:4][C:5]([C:8]#[N:9])=[CH:6][CH:7]=2)[CH:10]=[N:14]1. The yield is 0.810. (10) The reactants are [C:1]1([CH:8]=[CH:7][C:5]([OH:6])=[CH:4][CH:3]=1)[OH:2].[F:9][C:10]1[CH:17]=[CH:16][C:13]([CH2:14]Br)=[CH:12][CH:11]=1.C(=O)([O-])[O-].[K+].[K+].O. The catalyst is C(#N)C. The product is [F:9][C:10]1[CH:17]=[CH:16][C:13]([CH2:14][O:2][C:1]2[CH:8]=[CH:7][C:5]([OH:6])=[CH:4][CH:3]=2)=[CH:12][CH:11]=1. The yield is 0.270.